Dataset: Peptide-MHC class I binding affinity with 185,985 pairs from IEDB/IMGT. Task: Regression. Given a peptide amino acid sequence and an MHC pseudo amino acid sequence, predict their binding affinity value. This is MHC class I binding data. The peptide sequence is VLLEFQSH. The MHC is H-2-Kb with pseudo-sequence H-2-Kb. The binding affinity (normalized) is 0.